Dataset: Tyrosyl-DNA phosphodiesterase HTS with 341,365 compounds. Task: Binary Classification. Given a drug SMILES string, predict its activity (active/inactive) in a high-throughput screening assay against a specified biological target. The molecule is O=C1N2C(C(CC1CC(=O)NCCCn1ccnc1)C(=O)N1CCOCC1)(c1[nH]c3c(c1CC2)cc(OC)cc3)C. The result is 0 (inactive).